From a dataset of NCI-60 drug combinations with 297,098 pairs across 59 cell lines. Regression. Given two drug SMILES strings and cell line genomic features, predict the synergy score measuring deviation from expected non-interaction effect. (1) Drug 1: CC1=C(C(CCC1)(C)C)C=CC(=CC=CC(=CC(=O)O)C)C. Drug 2: CS(=O)(=O)OCCCCOS(=O)(=O)C. Cell line: RPMI-8226. Synergy scores: CSS=47.4, Synergy_ZIP=-1.02, Synergy_Bliss=-3.30, Synergy_Loewe=-26.3, Synergy_HSA=-0.196. (2) Drug 1: CC=C1C(=O)NC(C(=O)OC2CC(=O)NC(C(=O)NC(CSSCCC=C2)C(=O)N1)C(C)C)C(C)C. Drug 2: N.N.Cl[Pt+2]Cl. Cell line: LOX IMVI. Synergy scores: CSS=68.9, Synergy_ZIP=6.14, Synergy_Bliss=7.44, Synergy_Loewe=-5.82, Synergy_HSA=4.63. (3) Drug 1: CN1CCC(CC1)COC2=C(C=C3C(=C2)N=CN=C3NC4=C(C=C(C=C4)Br)F)OC. Drug 2: C1CCC(C(C1)N)N.C(=O)(C(=O)[O-])[O-].[Pt+4]. Cell line: HCT-15. Synergy scores: CSS=14.2, Synergy_ZIP=-1.31, Synergy_Bliss=8.10, Synergy_Loewe=7.33, Synergy_HSA=8.60.